This data is from hERG Central: cardiac toxicity at 1µM, 10µM, and general inhibition. The task is: Predict hERG channel inhibition at various concentrations. The compound is CCOc1ccccc1CN1CCC(CO)(CCOc2ccccc2)CC1. Results: hERG_inhib (hERG inhibition (general)): blocker.